The task is: Predict the reaction yield, written as a fraction of the theoretical maximum amount of product (1.0 means a 100% yield; for example, 0.34 means a 34% yield).. This data is from Reaction yield outcomes from USPTO patents with 853,638 reactions. (1) The reactants are [Br:1][C:2]1[N:6]2[C:7](Br)=[CH:8][N:9]=[CH:10][C:5]2=[N:4][CH:3]=1.[CH2:12]([NH2:16])[CH2:13][CH2:14][CH3:15]. The catalyst is C1COCC1.C(Cl)Cl. The product is [Br:1][C:2]1[N:6]2[CH:7]=[CH:8][N:9]=[C:10]([NH:16][CH2:12][CH2:13][CH2:14][CH3:15])[C:5]2=[N:4][CH:3]=1. The yield is 0.510. (2) The reactants are CCO.C1(C)C(S([N:13]2[CH:17]=[CH:16][CH:15]=[C:14]2[C:18](=[O:32])[C:19]2[CH:24]=[CH:23][C:22]([NH:25]C(=O)C(F)(F)F)=[CH:21][CH:20]=2)(=O)=O)=CC=CC=1.[OH-].[K+]. The catalyst is CCOC(C)=O. The product is [NH2:25][C:22]1[CH:23]=[CH:24][C:19]([C:18]([C:14]2[NH:13][CH:17]=[CH:16][CH:15]=2)=[O:32])=[CH:20][CH:21]=1. The yield is 0.940. (3) The reactants are [CH:1]1([N:6]2[CH2:11][CH2:10][N:9]([C:12]([C:14]3[CH:15]=[C:16]4[C:20](=[CH:21][CH:22]=3)[NH:19][C:18]([C:23]([N:25]3[CH2:30][CH2:29][C:28]([F:32])([F:31])[CH2:27][CH2:26]3)=[O:24])=[CH:17]4)=[O:13])[CH2:8][CH2:7]2)[CH2:5][CH2:4][CH2:3][CH2:2]1.[H-].[Na+].Br[CH:36]([CH3:38])[CH3:37]. The catalyst is CN(C)C=O. The product is [CH:1]1([N:6]2[CH2:7][CH2:8][N:9]([C:12]([C:14]3[CH:15]=[C:16]4[C:20](=[CH:21][CH:22]=3)[N:19]([CH:36]([CH3:38])[CH3:37])[C:18]([C:23]([N:25]3[CH2:26][CH2:27][C:28]([F:31])([F:32])[CH2:29][CH2:30]3)=[O:24])=[CH:17]4)=[O:13])[CH2:10][CH2:11]2)[CH2:5][CH2:4][CH2:3][CH2:2]1. The yield is 0.270. (4) The reactants are [C:1]1([CH:7]([C:28]2[CH:33]=[CH:32][CH:31]=[CH:30][CH:29]=2)[N:8]2[C:16]3[C:11](=[CH:12][CH:13]=[CH:14][CH:15]=3)[CH:10]([C:17]3[C:25]([OH:26])=[CH:24][C:20]4[CH2:21][CH2:22][O:23][C:19]=4[CH:18]=3)[C:9]2=[O:27])[CH:6]=[CH:5][CH:4]=[CH:3][CH:2]=1.[CH2:34]=[O:35].C(NC(C)C)(C)C. The product is [C:28]1([CH:7]([C:1]2[CH:2]=[CH:3][CH:4]=[CH:5][CH:6]=2)[N:8]2[C:16]3[C:11](=[CH:12][CH:13]=[CH:14][CH:15]=3)[C:10]([C:17]3[C:25]([OH:26])=[CH:24][C:20]4[CH2:21][CH2:22][O:23][C:19]=4[CH:18]=3)([CH2:34][OH:35])[C:9]2=[O:27])[CH:33]=[CH:32][CH:31]=[CH:30][CH:29]=1. The yield is 0.650. The catalyst is C1COCC1.C(OCC)(=O)C. (5) The yield is 0.227. The reactants are [CH3:1][O:2][C:3]1[CH:4]=[C:5]2[C:10](=[CH:11][C:12]=1[O:13][CH3:14])[C:9](=O)[NH:8][CH:7]=[C:6]2[C:16]#[N:17].P(Br)(Br)([Br:20])=O.C1(OC)C=CC=CC=1. The product is [Br:20][C:9]1[C:10]2[C:5](=[CH:4][C:3]([O:2][CH3:1])=[C:12]([O:13][CH3:14])[CH:11]=2)[C:6]([C:16]#[N:17])=[CH:7][N:8]=1. No catalyst specified. (6) The reactants are Br[CH2:2][C:3]([C:5]1[S:9][C:8]2[CH:10]=[CH:11][C:12]([Cl:14])=[CH:13][C:7]=2[C:6]=1[CH3:15])=[O:4].[Cl:16][C:17]1[CH:22]=[CH:21][C:20]([CH2:23][SH:24])=[CH:19][CH:18]=1. The catalyst is C(#N)C.C(N(CC)CC)C. The product is [Cl:14][C:12]1[CH:11]=[CH:10][C:8]2[S:9][C:5]([C:3](=[O:4])[CH2:2][S:24][CH2:23][C:20]3[CH:21]=[CH:22][C:17]([Cl:16])=[CH:18][CH:19]=3)=[C:6]([CH3:15])[C:7]=2[CH:13]=1. The yield is 0.660. (7) The reactants are [NH2:1][C:2]1[CH:23]=[CH:22][CH:21]=[CH:20][C:3]=1[CH2:4][C:5]1[CH:6]=[C:7]2[C:12](=[CH:13][CH:14]=1)[NH:11][C:10](=[O:15])[CH:9]=[C:8]2[C:16]([F:19])([F:18])[F:17].[CH2:24]([N:26]=[C:27]=[O:28])[CH3:25]. The catalyst is C1COCC1. The product is [CH2:24]([NH:26][C:27]([NH:1][C:2]1[CH:23]=[CH:22][CH:21]=[CH:20][C:3]=1[CH2:4][C:5]1[CH:6]=[C:7]2[C:12](=[CH:13][CH:14]=1)[NH:11][C:10](=[O:15])[CH:9]=[C:8]2[C:16]([F:19])([F:17])[F:18])=[O:28])[CH3:25]. The yield is 0.620.